This data is from Forward reaction prediction with 1.9M reactions from USPTO patents (1976-2016). The task is: Predict the product of the given reaction. (1) Given the reactants [C:1]([O:5][C:6]([NH:8][CH2:9][CH2:10][C:11]1[CH:16]=[CH:15][C:14]([NH:17]/[C:18](=[C:27]2\[C:28](=[O:39])[NH:29][C:30]3[C:35]\2=[CH:34][C:33]([N+:36]([O-:38])=[O:37])=[CH:32][CH:31]=3)/[C:19]2[CH:24]=[CH:23][C:22]([CH2:25][NH2:26])=[CH:21][CH:20]=2)=[CH:13][CH:12]=1)=[O:7])([CH3:4])([CH3:3])[CH3:2].[C:40](OC(=O)C)(=[O:42])[CH3:41], predict the reaction product. The product is: [C:1]([O:5][C:6]([NH:8][CH2:9][CH2:10][C:11]1[CH:12]=[CH:13][C:14]([NH:17]/[C:18](=[C:27]2\[C:28](=[O:39])[NH:29][C:30]3[C:35]\2=[CH:34][C:33]([N+:36]([O-:38])=[O:37])=[CH:32][CH:31]=3)/[C:19]2[CH:24]=[CH:23][C:22]([CH2:25][NH:26][C:40](=[O:42])[CH3:41])=[CH:21][CH:20]=2)=[CH:15][CH:16]=1)=[O:7])([CH3:4])([CH3:2])[CH3:3]. (2) Given the reactants [CH3:1][N:2]1[C:6]([C:7]2[S:19][C:10]3[N:11]=[CH:12][N:13]=[C:14]([S:15]([CH3:18])(=[O:17])=[O:16])[C:9]=3[CH:8]=2)=[C:5]([C:20]2[CH:25]=[CH:24][CH:23]=[CH:22][CH:21]=2)[N:4]=[CH:3]1.[CH3:26][O:27][C:28]1[CH:29]=[C:30]([CH:54]=[CH:55][C:56]=1[O:57][CH3:58])CN1C(C2SC3N=CN=C(SC)C=3C=2)=C(C2C=CC=CC=2)N=C1, predict the reaction product. The product is: [CH3:26][O:27][C:28]1[CH:29]=[C:30]([CH:54]=[CH:55][C:56]=1[O:57][CH3:58])[CH2:1][N:2]1[C:6]([C:7]2[S:19][C:10]3[N:11]=[CH:12][N:13]=[C:14]([S:15]([CH3:18])(=[O:17])=[O:16])[C:9]=3[CH:8]=2)=[C:5]([C:20]2[CH:25]=[CH:24][CH:23]=[CH:22][CH:21]=2)[N:4]=[CH:3]1. (3) Given the reactants Br[CH2:2][C:3]1[CH:4]=[C:5]([CH2:9][CH2:10][OH:11])[CH:6]=[CH:7][CH:8]=1.C(N(CC)CC)C.FC(F)(F)C(O)=O.[F:26][C:27]([F:42])([F:41])[C:28]([N:30]1[CH2:35][C:34]2([CH2:40][CH2:39][NH:38][CH2:37][CH2:36]2)[O:33][CH2:32][CH2:31]1)=[O:29], predict the reaction product. The product is: [F:42][C:27]([F:26])([F:41])[C:28]([N:30]1[CH2:35][C:34]2([CH2:40][CH2:39][N:38]([CH2:2][C:3]3[CH:8]=[CH:7][CH:6]=[C:5]([CH2:9][CH2:10][OH:11])[CH:4]=3)[CH2:37][CH2:36]2)[O:33][CH2:32][CH2:31]1)=[O:29]. (4) Given the reactants CN1CCOCC1.ClC1N=C(Cl)N=C(Cl)N=1.[N:17]1[C:26]2[C:21](=[CH:22][C:23]([C:27]([OH:29])=O)=[CH:24][CH:25]=2)[CH:20]=[CH:19][CH:18]=1.[N-:30]=[N+:31]=[N-:32].[Na+], predict the reaction product. The product is: [N:17]1[C:26]2[C:21](=[CH:22][C:23]([C:27]([N:30]=[N+:31]=[N-:32])=[O:29])=[CH:24][CH:25]=2)[CH:20]=[CH:19][CH:18]=1. (5) Given the reactants [CH3:1][C@@H:2]([NH2:11])[C@H:3]([OH:10])[C:4]1[CH:9]=[CH:8][CH:7]=[CH:6][CH:5]=1.Cl[C:13](Cl)([O:15]C(=O)OC(Cl)(Cl)Cl)Cl, predict the reaction product. The product is: [CH3:1][C@H:2]1[C@H:3]([C:4]2[CH:5]=[CH:6][CH:7]=[CH:8][CH:9]=2)[O:10][C:13](=[O:15])[NH:11]1. (6) Given the reactants C(OC([N:8]1[CH2:12][CH:11]([CH2:13]C(O)=O)[CH2:10][C@H:9]1[C:17]([N:19]1[CH2:23][CH2:22][S:21][CH2:20]1)=[O:18])=O)(C)(C)C.F[C@H]1CCNC1.C(N1CCN([C:38](=[O:52])[CH2:39][CH:40]2[CH2:44][C@@H:43]([C:45](N3CCSC3)=O)NC2)CC1)C.C(N(CCC)C(C)C(NC[CH:62]1[CH2:66][CH:65]([C:67]([N:69]2CCSC2)=[O:68])NC1)=O)CC, predict the reaction product. The product is: [O:52]([CH2:62][CH2:66][CH2:65][C:67]([NH:69][CH2:13][C@H:11]1[CH2:10][C@@H:9]([C:17]([N:19]2[CH2:23][CH2:22][S:21][CH2:20]2)=[O:18])[NH:8][CH2:12]1)=[O:68])[C:38]1[CH:39]=[CH:40][CH:44]=[CH:43][CH:45]=1. (7) Given the reactants [NH2:1][C:2]1[S:3][C:4]([C:8]([O:10]CC)=[O:9])=[C:5]([CH3:7])[N:6]=1.O1CCCC1.[OH-].[Na+], predict the reaction product. The product is: [NH2:1][C:2]1[S:3][C:4]([C:8]([OH:10])=[O:9])=[C:5]([CH3:7])[N:6]=1.